This data is from Full USPTO retrosynthesis dataset with 1.9M reactions from patents (1976-2016). The task is: Predict the reactants needed to synthesize the given product. (1) Given the product [F:1][C:2]1[CH:10]=[CH:9][CH:8]=[CH:7][C:3]=1[C:4]1[C:24]([C:25]2[NH:29][CH:28]=[CH:27][N:26]=2)=[CH:23][N:22]=[C:21]([NH:30][CH2:31][CH2:32][NH:33][C:34]2[CH:39]=[CH:38][C:37]([N+:40]([O-:42])=[O:41])=[CH:36][N:35]=2)[N:20]=1, predict the reactants needed to synthesize it. The reactants are: [F:1][C:2]1[CH:10]=[CH:9][CH:8]=[CH:7][C:3]=1[C:4](Cl)=O.ClC1C=C(Cl)C=CC=1C1[C:24]([C:25]2[NH:26][CH:27]=[CH:28][N:29]=2)=[CH:23][N:22]=[C:21]([NH:30][CH2:31][CH2:32][NH:33][C:34]2[CH:39]=[CH:38][C:37]([N+:40]([O-:42])=[O:41])=[CH:36][N:35]=2)[N:20]=1. (2) Given the product [NH2:1][C:2]1[CH:12]=[CH:11][C:10]([C:13]2[NH:14][C:15]3[C:20]([CH:21]=2)=[CH:19][CH:18]=[CH:17][CH:16]=3)=[C:4]2[C:5]([NH:7][C:8](=[O:9])[C:3]=12)=[O:6], predict the reactants needed to synthesize it. The reactants are: [NH2:1][C:2]1[CH:12]=[CH:11][C:10]([C:13]2[N:14](C(OC(C)(C)C)=O)[C:15]3[C:20]([CH:21]=2)=[CH:19][CH:18]=[CH:17][CH:16]=3)=[C:4]2[C:5]([NH:7][C:8](=[O:9])[C:3]=12)=[O:6].Cl.CO.C(=O)([O-])O.[Na+]. (3) Given the product [Cl:14][C:15]1[CH:16]=[C:17]([O:11][CH:10]2[CH2:9][CH2:8][N:7]([CH3:12])[CH2:6][C:5]3[S:13][C:2]([CH3:1])=[CH:3][C:4]2=3)[CH:18]=[CH:19][C:20]=1[Cl:21], predict the reactants needed to synthesize it. The reactants are: [CH3:1][C:2]1[S:13][C:5]2[CH2:6][N:7]([CH3:12])[CH2:8][CH2:9][CH:10]([OH:11])[C:4]=2[CH:3]=1.[Cl:14][C:15]1[CH:16]=[C:17](F)[CH:18]=[CH:19][C:20]=1[Cl:21]. (4) Given the product [CH2:21]([O:23][C:24](=[O:25])[C:26]([O:28][C:29]1[CH:30]=[C:31]([C:32](=[O:34])[N:2]([CH3:1])[CH2:3][C:4]2[C:5]([CH3:20])=[N:6][C:7]([C:10]3[CH:15]=[CH:14][C:13]([C:16]([F:19])([F:17])[F:18])=[CH:12][CH:11]=3)=[CH:8][CH:9]=2)[CH:35]=[C:36]([O:38][CH3:39])[CH:37]=1)([CH3:27])[CH3:40])[CH3:22], predict the reactants needed to synthesize it. The reactants are: [CH3:1][NH:2][CH2:3][C:4]1[C:5]([CH3:20])=[N:6][C:7]([C:10]2[CH:15]=[CH:14][C:13]([C:16]([F:19])([F:18])[F:17])=[CH:12][CH:11]=2)=[CH:8][CH:9]=1.[CH2:21]([O:23][C:24]([C:26]([CH3:40])([O:28][C:29]1[CH:30]=[C:31]([CH:35]=[C:36]([O:38][CH3:39])[CH:37]=1)[C:32]([OH:34])=O)[CH3:27])=[O:25])[CH3:22].OC1C=C(C=C(OC)C=1)C=O.C(CC(Br)(C)C([O-])=O)C.Cl([O-])=O.[Na+]. (5) The reactants are: O.[OH-].[Li+].C[O:5][C:6](=[O:40])[CH2:7][C:8]1[C:17]([CH3:18])=[C:16]([C:19]2[CH:24]=[CH:23][C:22]([S:25]([C:28]3[CH:33]=[CH:32][CH:31]=[CH:30][C:29]=3[O:34][C:35]([F:38])([F:37])[F:36])(=[O:27])=[O:26])=[CH:21][CH:20]=2)[C:15]2[C:10](=[CH:11][CH:12]=[C:13]([F:39])[CH:14]=2)[CH:9]=1. Given the product [F:39][C:13]1[CH:14]=[C:15]2[C:10](=[CH:11][CH:12]=1)[CH:9]=[C:8]([CH2:7][C:6]([OH:40])=[O:5])[C:17]([CH3:18])=[C:16]2[C:19]1[CH:20]=[CH:21][C:22]([S:25]([C:28]2[CH:33]=[CH:32][CH:31]=[CH:30][C:29]=2[O:34][C:35]([F:37])([F:36])[F:38])(=[O:27])=[O:26])=[CH:23][CH:24]=1, predict the reactants needed to synthesize it.